From a dataset of Forward reaction prediction with 1.9M reactions from USPTO patents (1976-2016). Predict the product of the given reaction. (1) Given the reactants [C:1]([CH2:4][CH2:5][CH2:6][N:7]([CH3:65])[C@H:8]([C:12]([NH:14][C@H:15]([C:19]([N:21]([C@@H:23]([C@@H:61]([CH3:64])[CH2:62][CH3:63])[C@H:24]([O:59][CH3:60])[CH2:25][C:26]([N:28]1[CH2:32][CH2:31][CH2:30][C@H:29]1[C@H:33]([O:57][CH3:58])[C@@H:34]([CH3:56])[C:35]([NH:37][C@@H:38]([CH2:49][C:50]1[CH:55]=[CH:54][CH:53]=[CH:52][CH:51]=1)[C:39]([O:41][CH2:42][C:43]1[CH:48]=[CH:47][CH:46]=[CH:45][CH:44]=1)=[O:40])=[O:36])=[O:27])[CH3:22])=[O:20])[CH:16]([CH3:18])[CH3:17])=[O:13])[CH:9]([CH3:11])[CH3:10])([OH:3])=O.Cl.CN(C)CCCN=C=NCC.O.ON1C2C=CC=CC=2N=N1.C(N(CC)C(C)C)(C)C.[O:98]=[C:99]1[CH:103]=[CH:102][C:101](=[O:104])[N:100]1[CH2:105][CH2:106][CH2:107][CH2:108][CH2:109][C:110]([NH:112][NH2:113])=[O:111], predict the reaction product. The product is: [O:104]=[C:101]1[CH:102]=[CH:103][C:99](=[O:98])[N:100]1[CH2:105][CH2:106][CH2:107][CH2:108][CH2:109][C:110]([NH:112][NH:113][C:1](=[O:3])[CH2:4][CH2:5][CH2:6][N:7]([CH3:65])[C@H:8]([C:12]([NH:14][C@H:15]([C:19]([N:21]([C@@H:23]([C@@H:61]([CH3:64])[CH2:62][CH3:63])[C@H:24]([O:59][CH3:60])[CH2:25][C:26]([N:28]1[CH2:32][CH2:31][CH2:30][C@H:29]1[C@H:33]([O:57][CH3:58])[C@@H:34]([CH3:56])[C:35]([NH:37][C@@H:38]([CH2:49][C:50]1[CH:51]=[CH:52][CH:53]=[CH:54][CH:55]=1)[C:39]([O:41][CH2:42][C:43]1[CH:48]=[CH:47][CH:46]=[CH:45][CH:44]=1)=[O:40])=[O:36])=[O:27])[CH3:22])=[O:20])[CH:16]([CH3:18])[CH3:17])=[O:13])[CH:9]([CH3:10])[CH3:11])=[O:111]. (2) Given the reactants [NH:1]1[CH2:5][CH2:4][CH2:3][CH2:2]1.C(O)(=O)C.[CH:10]([C:12]1[CH:13]=[CH:14][C:15]([O:27][CH2:28][C:29]2[CH:34]=[CH:33][CH:32]=[CH:31][CH:30]=2)=[C:16]([CH:26]=1)[C:17]([NH:19][C:20]1[CH:21]=[N:22][CH:23]=[CH:24][CH:25]=1)=[O:18])=O.C(O[BH-](OC(=O)C)OC(=O)C)(=O)C.[Na+], predict the reaction product. The product is: [C:29]1([CH2:28][O:27][C:15]2[CH:14]=[CH:13][C:12]([CH2:10][N:1]3[CH2:5][CH2:4][CH2:3][CH2:2]3)=[CH:26][C:16]=2[C:17]([NH:19][C:20]2[CH:21]=[N:22][CH:23]=[CH:24][CH:25]=2)=[O:18])[CH:34]=[CH:33][CH:32]=[CH:31][CH:30]=1. (3) The product is: [CH2:1]([O:8][C:9]1[C:10]([O:20][CH3:21])=[CH:11][C:12]([C:16]([CH3:19])([CH3:18])[CH3:17])=[C:13]([CH:14]=1)[CH:30]=[O:31])[C:2]1[CH:7]=[CH:6][CH:5]=[CH:4][CH:3]=1. Given the reactants [CH2:1]([O:8][C:9]1[CH:14]=[C:13](Br)[C:12]([C:16]([CH3:19])([CH3:18])[CH3:17])=[CH:11][C:10]=1[O:20][CH3:21])[C:2]1[CH:7]=[CH:6][CH:5]=[CH:4][CH:3]=1.C([Li])(C)(C)C.CN([CH:30]=[O:31])C, predict the reaction product. (4) Given the reactants [NH:1]1[CH:5]=[CH:4][N:3]=[C:2]1[C:6]1[C:15]2[C:10](=[CH:11][C:12]([CH3:18])=[C:13]([O:16][CH3:17])[CH:14]=2)[CH2:9][CH2:8][CH:7]=1, predict the reaction product. The product is: [NH:1]1[CH:5]=[CH:4][N:3]=[C:2]1[CH:6]1[C:15]2[C:10](=[CH:11][C:12]([CH3:18])=[C:13]([O:16][CH3:17])[CH:14]=2)[CH2:9][CH2:8][CH2:7]1. (5) Given the reactants O=C1C2C(=CC=CC=2)C(=O)[N:3]1[CH2:12][C:13]1[CH:14]=[CH:15][C:16]([N+:23]([O-:25])=[O:24])=[C:17]([CH:22]=1)[C:18]([O:20][CH3:21])=[O:19].NN, predict the reaction product. The product is: [NH2:3][CH2:12][C:13]1[CH:14]=[CH:15][C:16]([N+:23]([O-:25])=[O:24])=[C:17]([CH:22]=1)[C:18]([O:20][CH3:21])=[O:19]. (6) Given the reactants CC1C(C(OCC)=O)=[C:5]([CH3:12])[O:4]N=1.[CH3:13][Li].C([N:17]([CH2:20][CH3:21])CC)C.CS(OS(C)(=O)=O)(=O)=O.[CH2:31]1[CH2:35]OC[CH2:32]1, predict the reaction product. The product is: [CH3:13][C:20]1[C:21]([C:31]([CH3:35])=[CH2:32])=[C:5]([CH3:12])[O:4][N:17]=1. (7) Given the reactants Cl[C:2]1[N:3]=[C:4]([N:15]2[CH2:20][CH2:19][O:18][CH2:17][CH2:16]2)[C:5]2[S:10][C:9]([C:11]([OH:14])([CH3:13])[CH3:12])=[CH:8][C:6]=2[N:7]=1.C(=O)([O-])[O-].[Na+].[Na+].[C:27](#[N:29])[CH3:28], predict the reaction product. The product is: [NH2:7][C:2]1[N:3]=[CH:4][C:28]([C:2]2[N:3]=[C:4]([N:15]3[CH2:20][CH2:19][O:18][CH2:17][CH2:16]3)[C:5]3[S:10][C:9]([C:11]([OH:14])([CH3:13])[CH3:12])=[CH:8][C:6]=3[N:7]=2)=[CH:27][N:29]=1.